Predict the reaction yield, written as a fraction of the theoretical maximum amount of product (1.0 means a 100% yield; for example, 0.34 means a 34% yield). From a dataset of Reaction yield outcomes from USPTO patents with 853,638 reactions. (1) The reactants are [OH-].[Na+].[CH3:3][O:4][CH2:5][C:6]1[CH:11]=[C:10]([C:12]2[O:16][N:15]=[C:14]([C:17]3[CH:18]=[CH:19][C:20]([C:23]([O:25]C)=[O:24])=[N:21][CH:22]=3)[N:13]=2)[CH:9]=[CH:8][C:7]=1[C:27]1[CH:32]=[CH:31][CH:30]=[CH:29][C:28]=1[CH3:33].C(Cl)[Cl:35]. The catalyst is CO. The product is [ClH:35].[CH3:3][O:4][CH2:5][C:6]1[CH:11]=[C:10]([C:12]2[O:16][N:15]=[C:14]([C:17]3[CH:18]=[CH:19][C:20]([C:23]([OH:25])=[O:24])=[N:21][CH:22]=3)[N:13]=2)[CH:9]=[CH:8][C:7]=1[C:27]1[CH:32]=[CH:31][CH:30]=[CH:29][C:28]=1[CH3:33]. The yield is 0.880. (2) The reactants are Cl[C:2]1[CH:7]=[CH:6][N:5]=[C:4]2[CH:8]=[CH:9][O:10][C:3]=12.[NH:11]1[CH2:16][CH2:15][NH:14][CH2:13][CH2:12]1. The catalyst is CO. The product is [N:11]1([C:2]2[CH:7]=[CH:6][N:5]=[C:4]3[CH:8]=[CH:9][O:10][C:3]=23)[CH2:16][CH2:15][NH:14][CH2:13][CH2:12]1. The yield is 0.220. (3) The product is [CH2:38]([O:37][P:36]([CH2:41][CH2:42][NH:43][CH2:26][C:23]([CH3:24])=[CH:22][CH2:21][C:4]1[C:5]([O:14][CH2:15][CH2:16][Si:17]([CH3:20])([CH3:18])[CH3:19])=[C:6]2[C:10](=[C:11]([CH3:12])[C:3]=1[CH2:1][CH3:2])[CH2:9][O:8][C:7]2=[O:13])(=[O:40])[O:35][CH2:33][CH3:34])[CH3:39]. The catalyst is CN(C=O)C. The reactants are [CH2:1]([C:3]1[C:11]([CH3:12])=[C:10]2[C:6]([C:7](=[O:13])[O:8][CH2:9]2)=[C:5]([O:14][CH2:15][CH2:16][Si:17]([CH3:20])([CH3:19])[CH3:18])[C:4]=1[CH2:21][CH:22]=[C:23]([CH3:26])[CH:24]=O)[CH3:2].C(O)(=O)C(O)=O.[CH2:33]([O:35][P:36]([CH2:41][CH2:42][NH2:43])(=[O:40])[O:37][CH2:38][CH3:39])[CH3:34].C(O)(=O)C.C(O[BH-](OC(=O)C)OC(=O)C)(=O)C.[Na+]. The yield is 0.970. (4) The reactants are [N:1]([CH:4]([O:16][CH2:17][CH2:18][OH:19])[CH2:5][O:6][C:7]1[CH:8]=[C:9]([CH:13]=[CH:14][CH:15]=1)[C:10]([OH:12])=[O:11])=[N+:2]=[N-:3].[H-].[Na+].[CH2:22]([O:24][C:25](=[O:28])[CH2:26]Br)[CH3:23]. The catalyst is C1COCC1. The product is [N:1]([CH:4]([O:16][CH2:17][CH2:18][O:19][CH2:26][C:25]([O:24][CH2:22][CH3:23])=[O:28])[CH2:5][O:6][C:7]1[CH:8]=[C:9]([CH:13]=[CH:14][CH:15]=1)[C:10]([OH:12])=[O:11])=[N+:2]=[N-:3]. The yield is 0.316. (5) The reactants are [H-].[Na+].[CH3:3][O:4][C:5]([CH:7]1[CH2:11][CH2:10][C:9](=[O:12])[NH:8]1)=[O:6].[CH2:13](Br)[C:14]1[CH:19]=[CH:18][CH:17]=[CH:16][CH:15]=1. The catalyst is C1C=CC=CC=1. The product is [CH3:3][O:4][C:5]([CH:7]1[CH2:11][CH2:10][C:9](=[O:12])[N:8]1[CH2:13][C:14]1[CH:19]=[CH:18][CH:17]=[CH:16][CH:15]=1)=[O:6]. The yield is 0.520.